Regression. Given two drug SMILES strings and cell line genomic features, predict the synergy score measuring deviation from expected non-interaction effect. From a dataset of NCI-60 drug combinations with 297,098 pairs across 59 cell lines. (1) Drug 1: COC1=C(C=C2C(=C1)N=CN=C2NC3=CC(=C(C=C3)F)Cl)OCCCN4CCOCC4. Drug 2: CNC(=O)C1=NC=CC(=C1)OC2=CC=C(C=C2)NC(=O)NC3=CC(=C(C=C3)Cl)C(F)(F)F. Cell line: SN12C. Synergy scores: CSS=29.6, Synergy_ZIP=-6.01, Synergy_Bliss=-2.29, Synergy_Loewe=-4.25, Synergy_HSA=0.250. (2) Drug 1: CC1=C(C(=CC=C1)Cl)NC(=O)C2=CN=C(S2)NC3=CC(=NC(=N3)C)N4CCN(CC4)CCO. Drug 2: CC(C)(C#N)C1=CC(=CC(=C1)CN2C=NC=N2)C(C)(C)C#N. Cell line: MALME-3M. Synergy scores: CSS=3.68, Synergy_ZIP=-0.810, Synergy_Bliss=0.900, Synergy_Loewe=-3.35, Synergy_HSA=-0.280. (3) Drug 1: CC1=C(N=C(N=C1N)C(CC(=O)N)NCC(C(=O)N)N)C(=O)NC(C(C2=CN=CN2)OC3C(C(C(C(O3)CO)O)O)OC4C(C(C(C(O4)CO)O)OC(=O)N)O)C(=O)NC(C)C(C(C)C(=O)NC(C(C)O)C(=O)NCCC5=NC(=CS5)C6=NC(=CS6)C(=O)NCCC[S+](C)C)O. Drug 2: CCN(CC)CCCC(C)NC1=C2C=C(C=CC2=NC3=C1C=CC(=C3)Cl)OC. Cell line: HCT116. Synergy scores: CSS=58.3, Synergy_ZIP=2.36, Synergy_Bliss=2.58, Synergy_Loewe=3.52, Synergy_HSA=7.00. (4) Drug 1: COC1=C(C=C2C(=C1)N=CN=C2NC3=CC(=C(C=C3)F)Cl)OCCCN4CCOCC4. Drug 2: CC1CCC2CC(C(=CC=CC=CC(CC(C(=O)C(C(C(=CC(C(=O)CC(OC(=O)C3CCCCN3C(=O)C(=O)C1(O2)O)C(C)CC4CCC(C(C4)OC)O)C)C)O)OC)C)C)C)OC. Cell line: HOP-62. Synergy scores: CSS=30.9, Synergy_ZIP=-8.04, Synergy_Bliss=-2.37, Synergy_Loewe=2.18, Synergy_HSA=2.97.